This data is from Forward reaction prediction with 1.9M reactions from USPTO patents (1976-2016). The task is: Predict the product of the given reaction. (1) Given the reactants [CH3:1][C:2]1[C:7]([CH2:8][C:9]2[CH:14]=[CH:13][CH:12]=[C:11]([CH3:15])[CH:10]=2)=[C:6]([CH3:16])[N:5]2[N:17]=[CH:18][C:19]([C:20](O)=[O:21])=[C:4]2[N:3]=1.C([NH:30][CH2:31][CH2:32][NH2:33])(OC(C)(C)C)=O.CN(C(ON1N=NC2C=CC=CC1=2)=[N+](C)C)C.[B-](F)(F)(F)F.C(N(CC)CC)C, predict the reaction product. The product is: [NH2:30][CH2:31][CH2:32][NH:33][C:20]([C:19]1[CH:18]=[N:17][N:5]2[C:6]([CH3:16])=[C:7]([CH2:8][C:9]3[CH:14]=[CH:13][CH:12]=[C:11]([CH3:15])[CH:10]=3)[C:2]([CH3:1])=[N:3][C:4]=12)=[O:21]. (2) Given the reactants C[O:2][C:3]1[CH:8]=[CH:7][C:6]([C:9](=[O:11])[CH3:10])=[C:5]([CH3:12])[C:4]=1[CH3:13].B(Br)(Br)Br.C([O-])(O)=O.[Na+], predict the reaction product. The product is: [OH:2][C:3]1[CH:8]=[CH:7][C:6]([C:9](=[O:11])[CH3:10])=[C:5]([CH3:12])[C:4]=1[CH3:13]. (3) The product is: [NH2:15][CH2:14][C:13]1[CH:23]=[CH:24][CH:25]=[CH:26][C:12]=1[C:10]1[CH:9]=[C:8]([C:27]2[S:31][C:30]([NH:32][CH:33]([CH3:35])[CH3:34])=[N:29][CH:28]=2)[N:7]=[C:6]([NH:5][CH2:4][CH2:3][N:2]([CH3:36])[CH3:1])[N:11]=1. Given the reactants [CH3:1][N:2]([CH3:36])[CH2:3][CH2:4][NH:5][C:6]1[N:11]=[C:10]([C:12]2[CH:26]=[CH:25][CH:24]=[CH:23][C:13]=2[CH2:14][NH:15]C(=O)OC(C)(C)C)[CH:9]=[C:8]([C:27]2[S:31][C:30]([NH:32][CH:33]([CH3:35])[CH3:34])=[N:29][CH:28]=2)[N:7]=1.Cl, predict the reaction product. (4) Given the reactants [CH3:1][N:2]([CH3:15])[CH2:3][CH2:4][S:5]([C:8]1[CH:9]=[C:10]([CH:12]=[CH:13][CH:14]=1)[NH2:11])(=[O:7])=[O:6].N1C[CH2:20][O:19][CH2:18]C1, predict the reaction product. The product is: [N:2]1([CH2:3][CH2:4][S:5]([C:8]2[CH:9]=[C:10]([NH:11][C:8]3[CH:9]=[CH:10][CH:12]=[CH:13][CH:14]=3)[CH:12]=[CH:13][CH:14]=2)(=[O:7])=[O:6])[CH2:15][CH2:18][O:19][CH2:20][CH2:1]1. (5) Given the reactants [CH2:1]([N:8]1[C@@H:13]([CH2:14][SH:15])[C:12](=[O:16])[NH:11][CH2:10][C:9]1=[O:17])[C:2]1[CH:7]=[CH:6][CH:5]=[CH:4][CH:3]=1.[C:18](Cl)(=[O:25])[C:19]1[CH:24]=[CH:23][CH:22]=[CH:21][CH:20]=1, predict the reaction product. The product is: [C:18]([S:15][CH2:14][C@@H:13]1[N:8]([CH2:1][C:2]2[CH:3]=[CH:4][CH:5]=[CH:6][CH:7]=2)[C:9](=[O:17])[CH2:10][NH:11][C:12]1=[O:16])(=[O:25])[C:19]1[CH:24]=[CH:23][CH:22]=[CH:21][CH:20]=1. (6) Given the reactants [Cl:1][C:2]1[N:7]=[C:6](Cl)[C:5]([F:9])=[CH:4][N:3]=1.[NH2:10][C:11]1[CH:16]=[CH:15][CH:14]=[C:13]([CH3:17])[N:12]=1, predict the reaction product. The product is: [Cl:1][C:2]1[N:7]=[C:6]([NH:10][C:11]2[CH:16]=[CH:15][CH:14]=[C:13]([CH3:17])[N:12]=2)[C:5]([F:9])=[CH:4][N:3]=1. (7) The product is: [Cl:29][C:28]([Cl:31])([Cl:30])[CH2:27][O:26][C:24](=[O:25])[NH:1][C:2]1[N:6]([C:7]2[CH:8]=[C:9]([O:13][CH2:14][CH2:15][OH:16])[N:10]=[N:11][CH:12]=2)[N:5]=[C:4]([C:17]([CH3:20])([CH3:19])[CH3:18])[CH:3]=1. Given the reactants [NH2:1][C:2]1[N:6]([C:7]2[CH:8]=[C:9]([O:13][CH2:14][CH2:15][OH:16])[N:10]=[N:11][CH:12]=2)[N:5]=[C:4]([C:17]([CH3:20])([CH3:19])[CH3:18])[CH:3]=1.[OH-].[Na+].Cl[C:24]([O:26][CH2:27][C:28]([Cl:31])([Cl:30])[Cl:29])=[O:25], predict the reaction product.